Dataset: Reaction yield outcomes from USPTO patents with 853,638 reactions. Task: Predict the reaction yield, written as a fraction of the theoretical maximum amount of product (1.0 means a 100% yield; for example, 0.34 means a 34% yield). (1) The reactants are [N+:1]([C:4]1[CH:12]=[C:11]2[C:7]([CH:8]=[CH:9][NH:10]2)=[CH:6][CH:5]=1)([O-:3])=[O:2].[C:13]([O-])([O-])=O.[K+].[K+].O. The catalyst is CN(C=O)C. The product is [CH3:13][N:10]1[C:11]2[C:7](=[CH:6][CH:5]=[C:4]([N+:1]([O-:3])=[O:2])[CH:12]=2)[CH:8]=[CH:9]1. The yield is 0.980. (2) The reactants are Cl[CH2:2][C:3]1[N:8]=[C:7]([NH2:9])[CH:6]=[CH:5][N:4]=1.[C:10]([NH:14][C:15]([CH:17]1[CH2:22][CH2:21][NH:20][CH2:19][CH2:18]1)=[O:16])([CH3:13])([CH3:12])[CH3:11].C(Cl)Cl.[OH-].[Na+]. The catalyst is CO.O. The product is [C:10]([NH:14][C:15]([CH:17]1[CH2:22][CH2:21][N:20]([CH2:2][C:3]2[N:8]=[C:7]([NH2:9])[CH:6]=[CH:5][N:4]=2)[CH2:19][CH2:18]1)=[O:16])([CH3:13])([CH3:11])[CH3:12]. The yield is 0.940. (3) The reactants are [CH2:1]([O:3][C:4]([C:6]1[C:7](=[O:24])[N:8]([CH2:17][C:18]2[CH:23]=[CH:22][CH:21]=[CH:20][CH:19]=2)[C:9]2[C:14]([C:15]=1Cl)=[CH:13][CH:12]=[CH:11][N:10]=2)=[O:5])[CH3:2].[NH:25]1[CH2:30][CH2:29][NH:28][CH2:27][CH2:26]1. The catalyst is ClCCl. The product is [CH2:1]([O:3][C:4]([C:6]1[C:7](=[O:24])[N:8]([CH2:17][C:18]2[CH:23]=[CH:22][CH:21]=[CH:20][CH:19]=2)[C:9]2[C:14]([C:15]=1[N:25]1[CH2:30][CH2:29][NH:28][CH2:27][CH2:26]1)=[CH:13][CH:12]=[CH:11][N:10]=2)=[O:5])[CH3:2]. The yield is 0.820. (4) The reactants are [C:1]([O:5][C:6]([NH:8][C:9]1[S:10][CH:11]=[C:12]([C:14](OCC)=[O:15])[N:13]=1)=[O:7])([CH3:4])([CH3:3])[CH3:2].[Li+].[B-](CC)(CC)CC. The catalyst is C1COCC1.C(=O)=O.C(#N)C. The product is [OH:15][CH2:14][C:12]1[N:13]=[C:9]([NH:8][C:6](=[O:7])[O:5][C:1]([CH3:3])([CH3:2])[CH3:4])[S:10][CH:11]=1. The yield is 0.720. (5) The reactants are [Cl:1][C:2]1[CH:3]=[C:4]([CH:20]=[C:21]([Cl:23])[CH:22]=1)[CH2:5][NH:6][C:7]1[CH:12]=[C:11](F)[CH:10]=[CH:9][C:8]=1[C:14](=[O:19])[C:15]([F:18])([F:17])[F:16].[N:24]1([C:30]([O:32][C:33]([CH3:36])([CH3:35])[CH3:34])=[O:31])[CH2:29][CH2:28][NH:27][CH2:26][CH2:25]1.C(N(CC)C(C)C)(C)C. The catalyst is C(#N)C. The product is [Cl:1][C:2]1[CH:3]=[C:4]([CH:20]=[C:21]([Cl:23])[CH:22]=1)[CH2:5][NH:6][C:7]1[CH:12]=[C:11]([N:27]2[CH2:26][CH2:25][N:24]([C:30]([O:32][C:33]([CH3:36])([CH3:35])[CH3:34])=[O:31])[CH2:29][CH2:28]2)[CH:10]=[CH:9][C:8]=1[C:14](=[O:19])[C:15]([F:18])([F:17])[F:16]. The yield is 0.280. (6) The product is [Cl:1][C:2]1[CH:35]=[CH:34][C:33]([CH2:36][CH3:37])=[CH:32][C:3]=1[C:4]([NH:6][C:7](=[O:31])[NH:8][C:9]1[S:10][C:11]2[CH:17]=[C:16]([S:18]([CH2:21][CH2:22][CH2:23][N:24]3[CH2:29][CH2:28][N:27]([CH3:30])[CH2:26][CH2:25]3)(=[O:19])=[O:20])[CH:15]=[CH:14][C:12]=2[N:13]=1)=[O:5]. The yield is 0.640. The reactants are [Cl:1][C:2]1[CH:35]=[CH:34][C:33]([C:36]#[CH:37])=[CH:32][C:3]=1[C:4]([NH:6][C:7](=[O:31])[NH:8][C:9]1[S:10][C:11]2[CH:17]=[C:16]([S:18]([CH2:21][CH2:22][CH2:23][N:24]3[CH2:29][CH2:28][N:27]([CH3:30])[CH2:26][CH2:25]3)(=[O:20])=[O:19])[CH:15]=[CH:14][C:12]=2[N:13]=1)=[O:5]. The catalyst is CO.C1COCC1.[Pt].